Dataset: Experimentally validated miRNA-target interactions with 360,000+ pairs, plus equal number of negative samples. Task: Binary Classification. Given a miRNA mature sequence and a target amino acid sequence, predict their likelihood of interaction. The miRNA is mmu-miR-1193-5p with sequence UGGUAGACCGGUGACGUACA. The protein sequence of the target gene is MEATGVLPFVRGVDLSGNDFKGGYFPENVKAMTSLRWLKLNRTGLCYLPEELAALQKLEHLSVSHNNLTTLHGELSSLPSLRAIVARANSLKNSGVPDDIFKLDDLSVLDLSHNQLTECPRELENAKNMLVLNLSHNSIDTIPNQLFINLTDLLYLDLSENRLESLPPQMRRLVHLQTLVLNGNPLLHAQLRQLPAMTALQTLHLRSTQRTQSNLPTSLEGLSNLADVDLSCNDLTRVPECLYTLPSLRRLNLSSNQITELSLCIDQWVHVETLNLSRNQLTSLPSAICKLSKLKKLYLN.... Result: 0 (no interaction).